From a dataset of Full USPTO retrosynthesis dataset with 1.9M reactions from patents (1976-2016). Predict the reactants needed to synthesize the given product. (1) Given the product [O:11]=[C:4]1[N:3]([C:12]2[CH:13]=[CH:14][C:15]([O:18][CH2:19][C:20]([F:23])([F:22])[F:21])=[CH:16][CH:17]=2)[C:2]([S:1][CH2:25][CH2:26][CH2:27][C:28]([O:30][C:31]([CH3:34])([CH3:33])[CH3:32])=[O:29])=[N:7][C:6]2[CH:8]=[CH:9][NH:10][C:5]1=2, predict the reactants needed to synthesize it. The reactants are: [S:1]=[C:2]1[NH:7][C:6]2[CH:8]=[CH:9][NH:10][C:5]=2[C:4](=[O:11])[N:3]1[C:12]1[CH:17]=[CH:16][C:15]([O:18][CH2:19][C:20]([F:23])([F:22])[F:21])=[CH:14][CH:13]=1.Br[CH2:25][CH2:26][CH2:27][C:28]([O:30][C:31]([CH3:34])([CH3:33])[CH3:32])=[O:29].[I-].[Na+].C(=O)([O-])O.[Na+]. (2) Given the product [CH3:16][N:15]1[C:11]([C:4]2[CH:3]=[C:2]([N:18]3[CH2:23][CH2:22][O:21][CH2:20][CH2:19]3)[CH:7]=[C:6]([N+:8]([O-:10])=[O:9])[CH:5]=2)=[CH:12][N:13]=[C:14]1[CH3:17], predict the reactants needed to synthesize it. The reactants are: F[C:2]1[CH:3]=[C:4]([C:11]2[N:15]([CH3:16])[C:14]([CH3:17])=[N:13][CH:12]=2)[CH:5]=[C:6]([N+:8]([O-:10])=[O:9])[CH:7]=1.[NH:18]1[CH2:23][CH2:22][O:21][CH2:20][CH2:19]1. (3) Given the product [Cl:1][C:2]1[CH:7]=[CH:6][CH:5]=[CH:4][C:3]=1[C:8]([C:10]1[C:15]([O:16][CH2:17][O:18][CH2:19][CH2:20][Si:21]([CH3:24])([CH3:23])[CH3:22])=[CH:14][CH:13]=[CH:12][N:11]=1)=[O:9], predict the reactants needed to synthesize it. The reactants are: [Cl:1][C:2]1[CH:7]=[CH:6][CH:5]=[CH:4][C:3]=1[CH:8]([C:10]1[C:15]([O:16][CH2:17][O:18][CH2:19][CH2:20][Si:21]([CH3:24])([CH3:23])[CH3:22])=[CH:14][CH:13]=[CH:12][N:11]=1)[OH:9]. (4) Given the product [CH3:20][C:21]1[CH:26]=[CH:25][CH:24]=[CH:23][C:22]=1[C:2]1[CH:3]=[N:4][C:5]2[N:6]([CH:8]=[C:9]([CH2:11][O:12][C:13]3[CH:14]=[N:15][CH:16]=[C:17]([F:19])[CH:18]=3)[N:10]=2)[CH:7]=1, predict the reactants needed to synthesize it. The reactants are: Br[C:2]1[CH:3]=[N:4][C:5]2[N:6]([CH:8]=[C:9]([CH2:11][O:12][C:13]3[CH:14]=[N:15][CH:16]=[C:17]([F:19])[CH:18]=3)[N:10]=2)[CH:7]=1.[CH3:20][C:21]1[CH:26]=[CH:25][CH:24]=[CH:23][C:22]=1B(O)O. (5) Given the product [NH:1]1[C:5]2[CH:6]=[CH:7][CH:8]=[CH:9][C:4]=2[N:3]=[C:2]1[CH2:10][N:11]([CH2:29][CH2:28][C:22]1[CH:27]=[CH:26][CH:25]=[CH:24][CH:23]=1)[CH:12]1[C:21]2[N:20]=[CH:19][CH:18]=[CH:17][C:16]=2[CH2:15][CH2:14][CH2:13]1, predict the reactants needed to synthesize it. The reactants are: [NH:1]1[C:5]2[CH:6]=[CH:7][CH:8]=[CH:9][C:4]=2[N:3]=[C:2]1[CH2:10][NH:11][CH:12]1[C:21]2[N:20]=[CH:19][CH:18]=[CH:17][C:16]=2[CH2:15][CH2:14][CH2:13]1.[C:22]1([CH2:28][CH:29]=O)[CH:27]=[CH:26][CH:25]=[CH:24][CH:23]=1.C(N(CC1N(CCC#N)C2C=CC=CC=2N=1)C1C2N=CC=CC=2CCC1)C. (6) The reactants are: [CH3:1][C:2]1[C:6]([CH3:7])=[C:5]([C:8]([OH:10])=O)[NH:4][N:3]=1.F[P-](F)(F)(F)(F)F.N1(O[P+](N2CCCC2)(N2CCCC2)N2CCCC2)C2C=CC=CC=2N=N1.[C:44]1([C:50]2[NH:59][C:53]3=[N:54][CH:55]=[C:56]([NH2:58])[CH:57]=[C:52]3[CH:51]=2)[CH:49]=[CH:48][CH:47]=[CH:46][CH:45]=1.C(N(C(C)C)CC)(C)C. Given the product [CH3:1][C:2]1[C:6]([CH3:7])=[C:5]([C:8]([NH:58][C:56]2[CH:57]=[C:52]3[CH:51]=[C:50]([C:44]4[CH:49]=[CH:48][CH:47]=[CH:46][CH:45]=4)[NH:59][C:53]3=[N:54][CH:55]=2)=[O:10])[NH:4][N:3]=1, predict the reactants needed to synthesize it. (7) Given the product [Cl:39][C:23]1[C:24]([Cl:38])=[C:25]([C:28]([OH:37])([C:29]([F:32])([F:30])[F:31])[C:33]([F:34])([F:35])[F:36])[CH:26]=[CH:27][C:22]=1[C:10]1[S:9][C:8]([C:6]([NH:5][CH2:4][C:3]([CH3:40])([C:2]2[NH:1][C:45](=[O:46])[O:43][N:42]=2)[CH3:41])=[O:7])=[N:12][C:11]=1[C:13]([N:15]1[CH2:20][CH2:19][CH2:18][CH2:17][C@@H:16]1[CH3:21])=[O:14], predict the reactants needed to synthesize it. The reactants are: [NH2:1][C:2](=[N:42][OH:43])[C:3]([CH3:41])([CH3:40])[CH2:4][NH:5][C:6]([C:8]1[S:9][C:10]([C:22]2[CH:27]=[CH:26][C:25]([C:28]([OH:37])([C:33]([F:36])([F:35])[F:34])[C:29]([F:32])([F:31])[F:30])=[C:24]([Cl:38])[C:23]=2[Cl:39])=[C:11]([C:13]([N:15]2[CH2:20][CH2:19][CH2:18][CH2:17][C@@H:16]2[CH3:21])=[O:14])[N:12]=1)=[O:7].C[CH2:45][O-:46].[Na+].C1N=CN(C(N2C=NC=C2)=O)C=1.O.